From a dataset of Catalyst prediction with 721,799 reactions and 888 catalyst types from USPTO. Predict which catalyst facilitates the given reaction. (1) Reactant: [CH3:1][O:2][C:3]1[CH:4]=[C:5]2[O:9][C:8]([C:10]3[N:11]=[C:12]4[N:16]([CH:17]=3)[N:15]=[C:14]([O:18][CH3:19])[S:13]4)=[CH:7][C:6]2=[C:20]([OH:22])[CH:21]=1.[CH3:23][O:24][C:25]1[CH:47]=[C:46]([O:48][CH3:49])[CH:45]=[CH:44][C:26]=1[CH2:27][N:28]([C:36]1[S:37][C:38]([CH3:43])=[C:39]([CH2:41]O)[N:40]=1)[C:29](=[O:35])[O:30][C:31]([CH3:34])([CH3:33])[CH3:32].C(P(CCCC)CCCC)CCC.N(C(N1CCCCC1)=O)=NC(N1CCCCC1)=O. Product: [CH3:23][O:24][C:25]1[CH:47]=[C:46]([O:48][CH3:49])[CH:45]=[CH:44][C:26]=1[CH2:27][N:28]([C:36]1[S:37][C:38]([CH3:43])=[C:39]([CH2:41][O:22][C:20]2[C:6]3[CH:7]=[C:8]([C:10]4[N:11]=[C:12]5[N:16]([CH:17]=4)[N:15]=[C:14]([O:18][CH3:19])[S:13]5)[O:9][C:5]=3[CH:4]=[C:3]([O:2][CH3:1])[CH:21]=2)[N:40]=1)[C:29](=[O:35])[O:30][C:31]([CH3:34])([CH3:33])[CH3:32]. The catalyst class is: 7. (2) Reactant: CC1C=CC(S(O[CH2:12][CH2:13][CH2:14][C:15]2[C:23]3[C:18](=[CH:19][CH:20]=[C:21]([C:24]#[N:25])[CH:22]=3)[NH:17][CH:16]=2)(=O)=O)=CC=1.[CH3:26][C:27]1[N:28]=[C:29]([N:35]2[CH2:40][CH2:39][NH:38][CH2:37][CH2:36]2)[S:30][C:31]=1[C:32]([NH2:34])=[O:33].C(=O)([O-])[O-].[K+].[K+].[I-].[K+]. Product: [C:24]([C:21]1[CH:22]=[C:23]2[C:18](=[CH:19][CH:20]=1)[NH:17][CH:16]=[C:15]2[CH2:14][CH2:13][CH2:12][N:38]1[CH2:39][CH2:40][N:35]([C:29]2[S:30][C:31]([C:32]([NH2:34])=[O:33])=[C:27]([CH3:26])[N:28]=2)[CH2:36][CH2:37]1)#[N:25]. The catalyst class is: 10. (3) Reactant: [CH2:1]([O:8][C:9]1[CH:10]=[C:11]([CH2:15][CH2:16][NH:17][CH:18]2[CH2:22][CH2:21][O:20][CH2:19]2)[CH:12]=[CH:13][CH:14]=1)[C:2]1[CH:7]=[CH:6][CH:5]=[CH:4][CH:3]=1.C(N(CC)CC)C.Cl[CH2:31][C:32]([N:34]([CH3:36])[CH3:35])=[O:33]. Product: [CH2:1]([O:8][C:9]1[CH:10]=[C:11]([CH2:15][CH2:16][N:17]([CH:18]2[CH2:22][CH2:21][O:20][CH2:19]2)[CH2:31][C:32]([N:34]([CH3:36])[CH3:35])=[O:33])[CH:12]=[CH:13][CH:14]=1)[C:2]1[CH:7]=[CH:6][CH:5]=[CH:4][CH:3]=1. The catalyst class is: 9. (4) The catalyst class is: 2. Product: [N:1]1([CH2:6][C:7]2[CH:8]=[CH:9][C:10]([C:13]3[CH:18]=[C:17]([CH2:19][CH:20]([CH3:22])[CH3:21])[CH:16]=[CH:15][C:14]=3[S:23]([NH2:26])(=[O:24])=[O:25])=[CH:11][CH:12]=2)[CH:5]=[CH:4][N:3]=[CH:2]1. Reactant: [N:1]1([CH2:6][C:7]2[CH:12]=[CH:11][C:10]([C:13]3[CH:18]=[C:17]([CH2:19][CH:20]([CH3:22])[CH3:21])[CH:16]=[CH:15][C:14]=3[S:23]([NH:26]C(C)(C)C)(=[O:25])=[O:24])=[CH:9][CH:8]=2)[CH:5]=[CH:4][N:3]=[CH:2]1.B(Cl)(Cl)Cl.O. (5) Reactant: [N+:1]([O-:4])(O)=[O:2].[F:5][C:6]1[CH:13]=[C:12]([O:14][CH3:15])[CH:11]=[C:10]([F:16])[C:7]=1[CH:8]=[O:9]. Product: [F:5][C:6]1[C:13]([N+:1]([O-:4])=[O:2])=[C:12]([O:14][CH3:15])[CH:11]=[C:10]([F:16])[C:7]=1[CH:8]=[O:9]. The catalyst class is: 65. (6) Reactant: [NH2:1][C:2]1[CH:7]=[CH:6][CH:5]=[CH:4][C:3]=1[C:8](=O)[CH:9]([CH3:11])[CH3:10].[N:13]([O-])=O.[Na+].O.O.Cl[Sn]Cl. Product: [CH:9]([C:8]1[C:3]2[C:2](=[CH:7][CH:6]=[CH:5][CH:4]=2)[NH:1][N:13]=1)([CH3:11])[CH3:10]. The catalyst class is: 126.